The task is: Predict the product of the given reaction.. This data is from Forward reaction prediction with 1.9M reactions from USPTO patents (1976-2016). (1) Given the reactants [OH:1][C:2]1[CH:11]=[CH:10][C:5]([C:6]([O:8]C)=[O:7])=[CH:4][CH:3]=1.[F:12][C:13]([F:19])([F:18])[CH2:14][CH2:15][CH2:16]O, predict the reaction product. The product is: [F:12][C:13]([F:19])([F:18])[CH2:14][CH2:15][CH2:16][O:1][C:2]1[CH:11]=[CH:10][C:5]([C:6]([OH:8])=[O:7])=[CH:4][CH:3]=1. (2) Given the reactants [C:1]1([C:7]([C:15]2[CH:20]=[CH:19][CH:18]=[CH:17][CH:16]=2)=[N:8][CH2:9][C:10]([O:12][CH2:13][CH3:14])=[O:11])[CH:6]=[CH:5][CH:4]=[CH:3][CH:2]=1.O.[OH-].[Cs+].Br[CH2:25][CH:26]=[C:27]1[CH2:32][CH2:31][O:30][CH2:29][CH2:28]1, predict the reaction product. The product is: [C:1]1([C:7](=[N:8][CH:9]([CH2:25][CH:26]=[C:27]2[CH2:32][CH2:31][O:30][CH2:29][CH2:28]2)[C:10]([O:12][CH2:13][CH3:14])=[O:11])[C:15]2[CH:20]=[CH:19][CH:18]=[CH:17][CH:16]=2)[CH:2]=[CH:3][CH:4]=[CH:5][CH:6]=1. (3) Given the reactants [Cl:1][C:2]1[CH:7]=[CH:6][C:5]([S:8]([N:11]([C:15]2[C:16]([C:22]([N:24]3[CH2:29][CH2:28][O:27][CH2:26][CH:25]3[CH3:30])=[O:23])=[N:17][CH:18]=[C:19]([Cl:21])[CH:20]=2)COC)(=[O:10])=[O:9])=[CH:4][C:3]=1[C:31]([F:34])([F:33])[F:32], predict the reaction product. The product is: [Cl:1][C:2]1[CH:7]=[CH:6][C:5]([S:8]([NH:11][C:15]2[C:16]([C:22]([N:24]3[CH2:29][CH2:28][O:27][CH2:26][CH:25]3[CH3:30])=[O:23])=[N:17][CH:18]=[C:19]([Cl:21])[CH:20]=2)(=[O:9])=[O:10])=[CH:4][C:3]=1[C:31]([F:34])([F:33])[F:32]. (4) Given the reactants [CH2:1]([O:8][C:9]1[CH:14]=[CH:13][C:12]([NH:15][C:16]2[C:25]3[C:20](=[CH:21][CH:22]=[C:23](Br)[CH:24]=3)[N:19]=[CH:18][N:17]=2)=[CH:11][CH:10]=1)[C:2]1[CH:7]=[CH:6][CH:5]=[CH:4][CH:3]=1.[CH3:27][N:28]1[C:32]([Sn](CCCC)(CCCC)CCCC)=[CH:31][N:30]=[CH:29]1, predict the reaction product. The product is: [CH2:1]([O:8][C:9]1[CH:14]=[CH:13][C:12]([NH:15][C:16]2[C:25]3[C:20](=[CH:21][CH:22]=[C:23]([C:32]4[N:28]([CH3:27])[CH:29]=[N:30][CH:31]=4)[CH:24]=3)[N:19]=[CH:18][N:17]=2)=[CH:11][CH:10]=1)[C:2]1[CH:7]=[CH:6][CH:5]=[CH:4][CH:3]=1. (5) The product is: [Cl:1][C:2]1[C:6]([Cl:7])=[C:5]([CH3:8])[NH:4][C:3]=1[C:9]([NH:11][C@H:12]1[CH2:17][CH2:16][N:15]([C:18]2[S:19][C:20]([C:23]([OH:25])=[O:24])=[CH:21][N:22]=2)[CH2:14][C@H:13]1[O:27][CH3:28])=[O:10]. Given the reactants [Cl:1][C:2]1[C:6]([Cl:7])=[C:5]([CH3:8])[NH:4][C:3]=1[C:9]([NH:11][C@H:12]1[CH2:17][CH2:16][N:15]([C:18]2[S:19][C:20]([C:23]([O:25]C)=[O:24])=[CH:21][N:22]=2)[CH2:14][C@H:13]1[O:27][CH3:28])=[O:10].[Li+].[OH-].C(O)(=O)CC(CC(O)=O)(C(O)=O)O, predict the reaction product. (6) Given the reactants [Cl:1][C:2]1[C:3]([F:14])=[C:4]([NH:8][C:9](=[O:13])/[CH:10]=N/O)[CH:5]=[CH:6][CH:7]=1.[OH:15]S(O)(=O)=O, predict the reaction product. The product is: [Cl:1][C:2]1[C:3]([F:14])=[C:4]2[C:5]([C:10](=[O:15])[C:9](=[O:13])[NH:8]2)=[CH:6][CH:7]=1. (7) Given the reactants [N:1]1[CH:6]=[CH:5][C:4]([CH:7]=O)=[CH:3][CH:2]=1.[CH2:9]([O:11][CH:12]([O:15][CH2:16][CH3:17])[CH2:13][NH2:14])[CH3:10], predict the reaction product. The product is: [CH2:9]([O:11][CH:12]([O:15][CH2:16][CH3:17])[CH2:13][N:14]=[CH:7][C:4]1[CH:3]=[CH:2][N:1]=[CH:6][CH:5]=1)[CH3:10]. (8) Given the reactants COC(C1C(C)=CC(C2C=CC=C(C(F)(F)F)C=2)=CN=1)=O.Cl[C:23]1[N:28]=[C:27]([C:29]([N:31]2[CH2:36][CH2:35][CH:34]([N:37]3[CH2:41][CH2:40][CH2:39][CH2:38]3)[CH2:33][CH2:32]2)=[O:30])[C:26]([CH3:42])=[CH:25][C:24]=1[C:43]1[CH:48]=[CH:47][CH:46]=[C:45]([C:49]([F:52])([F:51])[F:50])[CH:44]=1.[NH2:53][C:54]1[N:59]=[CH:58][C:57](B(O)O)=[CH:56][N:55]=1.C(=O)([O-])[O-].[Na+].[Na+], predict the reaction product. The product is: [NH2:53][C:54]1[N:59]=[CH:58][C:57]([C:23]2[N:28]=[C:27]([C:29]([N:31]3[CH2:36][CH2:35][CH:34]([N:37]4[CH2:41][CH2:40][CH2:39][CH2:38]4)[CH2:33][CH2:32]3)=[O:30])[C:26]([CH3:42])=[CH:25][C:24]=2[C:43]2[CH:48]=[CH:47][CH:46]=[C:45]([C:49]([F:52])([F:51])[F:50])[CH:44]=2)=[CH:56][N:55]=1. (9) Given the reactants Cl[C:2]([O:4][CH3:5])=[O:3].[CH2:6]([OH:11])[CH:7]=[CH:8][CH2:9][OH:10].N1C=CC=CC=1, predict the reaction product. The product is: [CH3:5][O:4][C:2](=[O:3])[O:10][CH2:9][CH:8]=[CH:7][CH2:6][O:11][C:2]([O:4][CH3:5])=[O:3]. (10) Given the reactants C(OC1C=NC(C2C=CC=CC=2C(N[C@H]2CCC[C@@H]2NC2C=NC(C(F)(F)F)=CN=2)=O)=NC=1)C.Cl.[F:36][C:37]1[C:38]([NH:47][C@H:48]2[CH2:52][CH2:51][CH2:50][C@@H:49]2[NH2:53])=[N:39][CH:40]=[C:41]([C:43]([F:46])([F:45])[F:44])[CH:42]=1.[F:54][C:55]1[CH:56]=[CH:57][C:58]([C:64]2[N:69]=[CH:68][CH:67]=[CH:66][N:65]=2)=[C:59]([CH:63]=1)[C:60](O)=[O:61], predict the reaction product. The product is: [F:54][C:55]1[CH:56]=[CH:57][C:58]([C:64]2[N:65]=[CH:66][CH:67]=[CH:68][N:69]=2)=[C:59]([CH:63]=1)[C:60]([NH:53][C@H:49]1[CH2:50][CH2:51][CH2:52][C@@H:48]1[NH:47][C:38]1[C:37]([F:36])=[CH:42][C:41]([C:43]([F:46])([F:44])[F:45])=[CH:40][N:39]=1)=[O:61].